This data is from Reaction yield outcomes from USPTO patents with 853,638 reactions. The task is: Predict the reaction yield, written as a fraction of the theoretical maximum amount of product (1.0 means a 100% yield; for example, 0.34 means a 34% yield). (1) The reactants are [C:1]([CH:3]1[CH2:6][N:5]([C:7]([O:9][C:10]([CH3:13])([CH3:12])[CH3:11])=[O:8])[CH2:4]1)#[CH:2].C(N(CC)CC)C.[NH2:21][C:22]1[N:27]=[N:26][C:25]([CH2:28][CH2:29][CH2:30][CH2:31][N:32]2[CH:36]=[C:35]([C:37]([O:39][C:40]([CH3:43])([CH3:42])[CH3:41])=[O:38])[N:34]=[N:33]2)=[CH:24][C:23]=1Br. The catalyst is C1COCC1.C1C=CC([P]([Pd]([P](C2C=CC=CC=2)(C2C=CC=CC=2)C2C=CC=CC=2)([P](C2C=CC=CC=2)(C2C=CC=CC=2)C2C=CC=CC=2)[P](C2C=CC=CC=2)(C2C=CC=CC=2)C2C=CC=CC=2)(C2C=CC=CC=2)C2C=CC=CC=2)=CC=1.[Cu]I. The product is [NH2:21][C:22]1[N:27]=[N:26][C:25]([CH2:28][CH2:29][CH2:30][CH2:31][N:32]2[CH:36]=[C:35]([C:37]([O:39][C:40]([CH3:43])([CH3:42])[CH3:41])=[O:38])[N:34]=[N:33]2)=[CH:24][C:23]=1[C:2]#[C:1][CH:3]1[CH2:6][N:5]([C:7]([O:9][C:10]([CH3:13])([CH3:12])[CH3:11])=[O:8])[CH2:4]1. The yield is 0.610. (2) The yield is 0.640. The product is [Cl:1][C:2]1[CH:3]=[CH:4][C:5]([CH2:8][CH:9]([OH:13])[C:10]([OH:12])=[O:11])=[CH:6][CH:7]=1. The reactants are [Cl:1][C:2]1[CH:7]=[CH:6][C:5]([CH2:8][C:9](=[O:13])[C:10]([OH:12])=[O:11])=[CH:4][CH:3]=1.Cl. The catalyst is C1COCC1.